Dataset: CYP2C19 inhibition data for predicting drug metabolism from PubChem BioAssay. Task: Regression/Classification. Given a drug SMILES string, predict its absorption, distribution, metabolism, or excretion properties. Task type varies by dataset: regression for continuous measurements (e.g., permeability, clearance, half-life) or binary classification for categorical outcomes (e.g., BBB penetration, CYP inhibition). Dataset: cyp2c19_veith. The molecule is COCCNC(=O)c1onc(CSc2ccc(Cl)cc2)c1C(=O)O. The result is 1 (inhibitor).